From a dataset of Experimental lipophilicity measurements (octanol/water distribution) for 4,200 compounds from AstraZeneca. Regression/Classification. Given a drug SMILES string, predict its absorption, distribution, metabolism, or excretion properties. Task type varies by dataset: regression for continuous measurements (e.g., permeability, clearance, half-life) or binary classification for categorical outcomes (e.g., BBB penetration, CYP inhibition). For this dataset (lipophilicity_astrazeneca), we predict Y. (1) The compound is CCn1cc(C(=O)O)c(=O)c2cc(F)c(N3CCNC(C)C3)c(F)c21. The Y is -1.10 logD. (2) The molecule is COc1cccc2c(O)cc(-c3ccccc3)nc12. The Y is 2.30 logD. (3) The molecule is C[C@](O)(CS(=O)(=O)c1ccc(F)cc1)C(=O)Nc1ccc(C#N)c(C(F)(F)F)c1. The Y is 2.87 logD. (4) The molecule is CNC(=O)c1ccc(Oc2ccc(C#C[C@]3(O)CN4CCC3CC4)cc2)cc1. The Y is 1.99 logD. (5) The compound is COc1cc(C(=O)NS(=O)(=O)c2ccccc2)ccc1Cn1cnc2ccc(NC(=O)CC3CCCC3)cc21. The Y is 0.900 logD. (6) The compound is COc1ccc(/C=C2\SC(=S)NC2=O)cc1OC. The Y is 1.42 logD.